Dataset: Catalyst prediction with 721,799 reactions and 888 catalyst types from USPTO. Task: Predict which catalyst facilitates the given reaction. (1) Reactant: C(O[C:6](=O)[NH:7][C:8]1[CH:9]=[N:10][CH:11]=[CH:12][C:13]=1[CH3:14])(C)(C)C.C([Li])(C)(C)C.[C:22]([O:24][CH2:25][CH3:26])(=[O:23])[C:22]([O:24][CH2:25][CH3:26])=[O:23].Cl. Product: [CH2:25]([O:24][C:22]([C:6]1[NH:7][C:8]2=[CH:9][N:10]=[CH:11][CH:12]=[C:13]2[CH:14]=1)=[O:23])[CH3:26]. The catalyst class is: 266. (2) Reactant: C[O:2][C:3](=[O:25])[CH:4]([C:17]1[CH:22]=[CH:21][C:20]([Cl:23])=[C:19]([Cl:24])[CH:18]=1)[CH2:5][CH2:6][N:7]1[CH2:12][CH2:11][N:10]([S:13]([CH3:16])(=[O:15])=[O:14])[CH2:9][CH2:8]1.O[Li].O.Cl. Product: [Cl:24][C:19]1[CH:18]=[C:17]([CH:4]([CH2:5][CH2:6][N:7]2[CH2:8][CH2:9][N:10]([S:13]([CH3:16])(=[O:15])=[O:14])[CH2:11][CH2:12]2)[C:3]([OH:25])=[O:2])[CH:22]=[CH:21][C:20]=1[Cl:23]. The catalyst class is: 90. (3) Reactant: C([O:5][C:6](=[O:34])[CH2:7][C@H:8]([NH:11][S:12]([C:15]1[CH:20]=[CH:19][CH:18]=[CH:17][C:16]=1[O:21][CH2:22][CH2:23][C:24]1[C:33]2[C:28](=[CH:29][CH:30]=[CH:31][CH:32]=2)[CH:27]=[N:26][CH:25]=1)(=[O:14])=[O:13])[CH:9]=[O:10])(C)(C)C.ClCCl.[F:38][C:39]([F:44])([F:43])[C:40]([OH:42])=[O:41].O. Product: [F:38][C:39]([F:44])([F:43])[C:40]([OH:42])=[O:41].[CH:27]1[C:28]2[C:33](=[CH:32][CH:31]=[CH:30][CH:29]=2)[C:24]([CH2:23][CH2:22][O:21][C:16]2[CH:17]=[CH:18][CH:19]=[CH:20][C:15]=2[S:12]([NH:11][CH:8]([CH:9]=[O:10])[CH2:7][C:6]([OH:34])=[O:5])(=[O:13])=[O:14])=[CH:25][N:26]=1. The catalyst class is: 11. (4) Reactant: [F:1][C:2]1[CH:7]=[CH:6][C:5]([F:8])=[CH:4][C:3]=1[C@H:9]1[CH2:13][CH2:12][CH2:11][N:10]1[C:14]1[CH:19]=[CH:18][N:17]2[N:20]=[CH:21][C:22]([C:23](O)=[O:24])=[C:16]2[N:15]=1.CN(C(ON1N=NC2C=CC=NC1=2)=[N+](C)C)C.F[P-](F)(F)(F)(F)F.[C:50]([NH2:54])([CH3:53])([CH3:52])[CH3:51].C(N(C(C)C)CC)(C)C. Product: [C:50]([NH:54][C:23]([C:22]1[CH:21]=[N:20][N:17]2[CH:18]=[CH:19][C:14]([N:10]3[CH2:11][CH2:12][CH2:13][C@@H:9]3[C:3]3[CH:4]=[C:5]([F:8])[CH:6]=[CH:7][C:2]=3[F:1])=[N:15][C:16]=12)=[O:24])([CH3:53])([CH3:52])[CH3:51]. The catalyst class is: 18. (5) Reactant: [F:1][C:2]([F:20])([F:19])[C:3]1[CH:8]=[CH:7][C:6]([C@@H:9]2[C:18]3[C:13](=[CH:14][CH:15]=[CH:16][CH:17]=3)[CH2:12][CH2:11][NH:10]2)=[CH:5][CH:4]=1.[Cl:21][C:22]1[N:27]=[CH:26][C:25]([NH:28][C:29](=O)[O:30]C2C=CC([N+]([O-])=O)=CC=2)=[CH:24][CH:23]=1.CS(C)=O. Product: [Cl:21][C:22]1[N:27]=[CH:26][C:25]([NH:28][C:29]([N:10]2[CH2:11][CH2:12][C:13]3[C:18](=[CH:17][CH:16]=[CH:15][CH:14]=3)[C@H:9]2[C:6]2[CH:5]=[CH:4][C:3]([C:2]([F:1])([F:19])[F:20])=[CH:8][CH:7]=2)=[O:30])=[CH:24][CH:23]=1. The catalyst class is: 11.